From a dataset of Full USPTO retrosynthesis dataset with 1.9M reactions from patents (1976-2016). Predict the reactants needed to synthesize the given product. The reactants are: C[O:2][C:3]([CH:5]1[C:13]2[C:8](=[N:9][CH:10]=[CH:11][CH:12]=2)[O:7][CH2:6]1)=[O:4].O[Li].O. Given the product [O:7]1[C:8]2=[N:9][CH:10]=[CH:11][CH:12]=[C:13]2[CH:5]([C:3]([OH:4])=[O:2])[CH2:6]1, predict the reactants needed to synthesize it.